Dataset: Experimentally validated miRNA-target interactions with 360,000+ pairs, plus equal number of negative samples. Task: Binary Classification. Given a miRNA mature sequence and a target amino acid sequence, predict their likelihood of interaction. (1) The miRNA is mmu-miR-382-3p with sequence UCAUUCACGGACAACACUUUUU. The protein sequence of the target gene is MSSKPKSLEIIGAPFSKGQPRGGVEKGPAALRKAGLLEKLKETEYDVRDHGDLAFVDVPNDSSFQIVKNPRSVGKANEELAGVVAEVQKNGRVSVVLGGDHSLAVGSISGHARVHPDLCVIWVDAHTDINTPLTTSSGNLHGQPVSFLLKELKGKFPDVPGFSWVTPCISAKDIVYIGLRDVDPGEHYIIKTLGIKYFSMTEVDKLGIGKVMEETFSYLLGRKKRPIHLSFDVDGLDPAFTPATGTPVLGGLSYREGLYITEEIYKTGLLSGLDIMEVNPTLGKTAEEVKSTVNTAVALT.... Result: 1 (interaction). (2) The miRNA is hsa-miR-425-5p with sequence AAUGACACGAUCACUCCCGUUGA. The protein sequence of the target gene is MSSSGSSHPFLLTGFPGLEEAHHWISVFFLFMYISILFGNGTLLLLIKEDHNLHEPMYFFLAMLAATDLGLALTTMPTVLGVLWLDHREIGSAACFSQAYFIHSLSFLESGILLAMAYDRFIAICNPLRYTSVLTNTRVVKIGLGVLMRGFVSVVPPIRPLYFFLYCHSHVLSHAFCLHQDVIKLACADTTFNRLYPAVLVVFIFVLDYLIIFISYVLILKTVLSIASREERAKALITCVSHICCVLVFYVTVIGLSLIHRFGKQVPHIVHLIMSYAYFLFPPLMNPITYSVKTKQIQNA.... Result: 0 (no interaction).